Predict which catalyst facilitates the given reaction. From a dataset of Catalyst prediction with 721,799 reactions and 888 catalyst types from USPTO. Reactant: [CH3:1][C:2]1([CH3:15])[CH2:7][CH2:6][CH2:5][C:4](=O)[CH:3]1[CH2:9][C:10]([O:12]CC)=[O:11].[BH4-].[Na+]. Product: [CH3:15][C:2]1([CH3:1])[CH:3]2[CH2:9][C:10](=[O:11])[O:12][CH:4]2[CH2:5][CH2:6][CH2:7]1. The catalyst class is: 5.